The task is: Predict the product of the given reaction.. This data is from Forward reaction prediction with 1.9M reactions from USPTO patents (1976-2016). (1) Given the reactants [CH:1]([C:3]1[CH:10]=[CH:9][C:6]([C:7]#[N:8])=[CH:5][C:4]=1[O:11][CH3:12])=O.[C:13]([CH:15]=[C:16]([O-])[CH3:17])#[N:14].[Na+].[NH2:20][C:21]1[C:26]([CH3:27])=[CH:25][NH:24][C:23](=[O:28])[CH:22]=1.C(O)(=O)C, predict the reaction product. The product is: [C:7]([C:6]1[CH:9]=[CH:10][C:3]([CH:1]2[C:22]3[C:23](=[O:28])[NH:24][CH:25]=[C:26]([CH3:27])[C:21]=3[NH:20][C:16]([CH3:17])=[C:15]2[C:13]#[N:14])=[C:4]([O:11][CH3:12])[CH:5]=1)#[N:8]. (2) Given the reactants C(OC([N:11]1[CH2:20][CH2:19][C:18]2[C:13](=[C:14]([C:22]3[CH:27]=[C:26]([CH:28]([C:30]([O:32][CH2:33][CH3:34])=[O:31])[CH3:29])[CH:25]=[CH:24][C:23]=3[O:35][CH3:36])[CH:15]=[CH:16][C:17]=2[F:21])[CH2:12]1)=O)C1C=CC=CC=1, predict the reaction product. The product is: [F:21][C:17]1[CH:16]=[CH:15][C:14]([C:22]2[CH:27]=[C:26]([CH:28]([CH3:29])[C:30]([O:32][CH2:33][CH3:34])=[O:31])[CH:25]=[CH:24][C:23]=2[O:35][CH3:36])=[C:13]2[C:18]=1[CH2:19][CH2:20][NH:11][CH2:12]2. (3) The product is: [CH3:4][C:2]([C:5]1[CH:10]=[CH:9][C:8]([S:11]([NH:14][C:15]2[C:16]([O:31][C:32]3[CH:33]=[CH:34][CH:35]=[CH:36][C:37]=3[O:38][CH3:39])=[C:17]([O:27][CH2:28][CH2:29][OH:30])[N:18]=[C:19]([C:21]3[N:26]=[CH:25][CH:24]=[CH:23][N:22]=3)[N:20]=2)(=[O:12])=[O:13])=[CH:7][CH:6]=1)([CH3:1])[CH3:3].[C:40]([O-:52])(=[O:51])[CH2:41][C:42]([CH2:47][C:48]([O-:50])=[O:49])([C:44]([O-:46])=[O:45])[OH:43]. Given the reactants [CH3:1][C:2]([C:5]1[CH:6]=[CH:7][C:8]([S:11]([NH:14][C:15]2[C:16]([O:31][C:32]3[CH:33]=[CH:34][CH:35]=[CH:36][C:37]=3[O:38][CH3:39])=[C:17]([O:27][CH2:28][CH2:29][OH:30])[N:18]=[C:19]([C:21]3[N:22]=[CH:23][CH:24]=[CH:25][N:26]=3)[N:20]=2)(=[O:13])=[O:12])=[CH:9][CH:10]=1)([CH3:4])[CH3:3].[C:40]([OH:52])(=[O:51])[CH2:41][C:42]([CH2:47][C:48]([OH:50])=[O:49])([C:44]([OH:46])=[O:45])[OH:43], predict the reaction product. (4) Given the reactants [NH2:1][CH2:2][CH2:3][CH2:4][C:5]1[C:10]([C@H:11]2[CH2:15][CH2:14][CH2:13][N:12]2[C:16]2[CH:21]=[CH:20][N:19]3[N:22]=[CH:23][C:24]([C:25]([OH:27])=O)=[C:18]3[N:17]=2)=[CH:9][C:8]([F:28])=[CH:7][N:6]=1.CN(C(ON1N=NC2C=CC=NC1=2)=[N+](C)C)C.F[P-](F)(F)(F)(F)F.C(N(C(C)C)C(C)C)C, predict the reaction product. The product is: [F:28][C:8]1[CH:9]=[C:10]2[C:5](=[N:6][CH:7]=1)[CH2:4][CH2:3][CH2:2][NH:1][C:25](=[O:27])[C:24]1=[C:18]3[N:17]=[C:16]([CH:21]=[CH:20][N:19]3[N:22]=[CH:23]1)[N:12]1[C@@H:11]2[CH2:15][CH2:14][CH2:13]1. (5) Given the reactants [CH3:1][N:2]([CH3:24])[C:3](=[O:23])[CH2:4][CH2:5][N:6]([CH3:22])[C:7]([C:9]1[S:10][C:11]2[N:12]=[CH:13][N:14]=[C:15](S(C)(=O)=O)[C:16]=2[N:17]=1)=[O:8].[NH:25]1[C:33]2[C:28](=[CH:29][C:30]([NH2:34])=[CH:31][CH:32]=2)[CH:27]=[N:26]1, predict the reaction product. The product is: [CH3:1][N:2]([CH3:24])[C:3](=[O:23])[CH2:4][CH2:5][N:6]([CH3:22])[C:7]([C:9]1[S:10][C:11]2[N:12]=[CH:13][N:14]=[C:15]([NH:34][C:30]3[CH:29]=[C:28]4[C:33](=[CH:32][CH:31]=3)[NH:25][N:26]=[CH:27]4)[C:16]=2[N:17]=1)=[O:8].